Dataset: Full USPTO retrosynthesis dataset with 1.9M reactions from patents (1976-2016). Task: Predict the reactants needed to synthesize the given product. (1) Given the product [F:31][C:17]1[C:16]([C:9]2[N:10]=[C:11]([CH:13]([CH3:15])[CH3:14])[S:12][C:8]=2[C:6]2[CH:5]=[CH:4][N:3]=[C:2]([NH:42][CH:39]3[CH2:40][CH2:41][N:36]([S:33]([CH3:32])(=[O:35])=[O:34])[CH2:37][CH2:38]3)[N:7]=2)=[CH:21][CH:20]=[CH:19][C:18]=1[NH:22][S:23]([C:26]1[S:27][CH:28]=[CH:29][N:30]=1)(=[O:25])=[O:24], predict the reactants needed to synthesize it. The reactants are: Cl[C:2]1[N:7]=[C:6]([C:8]2[S:12][C:11]([CH:13]([CH3:15])[CH3:14])=[N:10][C:9]=2[C:16]2[C:17]([F:31])=[C:18]([NH:22][S:23]([C:26]3[S:27][CH:28]=[CH:29][N:30]=3)(=[O:25])=[O:24])[CH:19]=[CH:20][CH:21]=2)[CH:5]=[CH:4][N:3]=1.[CH3:32][S:33]([N:36]1[CH2:41][CH2:40][CH:39]([NH2:42])[CH2:38][CH2:37]1)(=[O:35])=[O:34]. (2) Given the product [F:15][C:9]1[CH:10]=[CH:11][CH:12]=[C:13]([F:14])[C:8]=1[C:6]1[CH:7]=[C:2]([O:20][CH2:16][C:17]#[C:18][CH3:19])[N:3]=[CH:4][N:5]=1, predict the reactants needed to synthesize it. The reactants are: Cl[C:2]1[CH:7]=[C:6]([C:8]2[C:13]([F:14])=[CH:12][CH:11]=[CH:10][C:9]=2[F:15])[N:5]=[CH:4][N:3]=1.[CH2:16]([OH:20])[C:17]#[C:18][CH3:19].[H-].[Na+].O. (3) Given the product [CH3:19][O:18][C:15]1[CH:16]=[CH:17][C:12]([N:10]2[CH2:11][C:5]3[C:6](=[N:7][C:2]([NH:10][C:12]4[CH:17]=[CH:16][CH:15]=[CH:14][CH:13]=4)=[N:3][CH:4]=3)[N:8]([CH3:21])[C:9]2=[O:20])=[CH:13][CH:14]=1, predict the reactants needed to synthesize it. The reactants are: Cl[C:2]1[N:7]=[C:6]2[N:8]([CH3:21])[C:9](=[O:20])[N:10]([C:12]3[CH:17]=[CH:16][C:15]([O:18][CH3:19])=[CH:14][CH:13]=3)[CH2:11][C:5]2=[CH:4][N:3]=1. (4) The reactants are: [Cl:1][C:2]1[CH:3]=[C:4]([C:9]2([C:27]([F:30])([F:29])[F:28])[O:13][N:12]=[C:11]([C:14]3[CH:19]=[CH:18][C:17]([NH:20][C:21](=O)[C:22]([F:25])([F:24])[F:23])=[CH:16][CH:15]=3)[CH2:10]2)[CH:5]=[C:6]([Cl:8])[CH:7]=1.C1(P(C2C=CC=CC=2)C2C=CC=CC=2)C=CC=CC=1.C(Cl)(Cl)(Cl)[Cl:51]. Given the product [Cl:1][C:2]1[CH:3]=[C:4]([C:9]2([C:27]([F:30])([F:29])[F:28])[O:13][N:12]=[C:11]([C:14]3[CH:19]=[CH:18][C:17]([N:20]=[C:21]([Cl:51])[C:22]([F:25])([F:24])[F:23])=[CH:16][CH:15]=3)[CH2:10]2)[CH:5]=[C:6]([Cl:8])[CH:7]=1, predict the reactants needed to synthesize it.